This data is from Peptide-MHC class II binding affinity with 134,281 pairs from IEDB. The task is: Regression. Given a peptide amino acid sequence and an MHC pseudo amino acid sequence, predict their binding affinity value. This is MHC class II binding data. (1) The peptide sequence is ARMWIQAATTMASYQ. The MHC is HLA-DQA10501-DQB10301 with pseudo-sequence HLA-DQA10501-DQB10301. The binding affinity (normalized) is 0.552. (2) The peptide sequence is EHEILNDSGETVKCR. The MHC is DRB1_0901 with pseudo-sequence DRB1_0901. The binding affinity (normalized) is 0. (3) The peptide sequence is SQDLELWWNLNGLQAY. The MHC is DRB1_0401 with pseudo-sequence DRB1_0401. The binding affinity (normalized) is 0.315. (4) The peptide sequence is GELGIVDKIDAAFKI. The MHC is DRB1_0701 with pseudo-sequence DRB1_0701. The binding affinity (normalized) is 0.829. (5) The peptide sequence is NGKRLEPNWASVKKD. The MHC is DRB1_1101 with pseudo-sequence DRB1_1101. The binding affinity (normalized) is 0.218.